This data is from Peptide-MHC class I binding affinity with 185,985 pairs from IEDB/IMGT. The task is: Regression. Given a peptide amino acid sequence and an MHC pseudo amino acid sequence, predict their binding affinity value. This is MHC class I binding data. (1) The peptide sequence is SGLPGIFIV. The MHC is HLA-B15:01 with pseudo-sequence HLA-B15:01. The binding affinity (normalized) is 0.0847. (2) The peptide sequence is KFRRFTQAI. The MHC is HLA-A03:01 with pseudo-sequence HLA-A03:01. The binding affinity (normalized) is 0.0847.